Dataset: Forward reaction prediction with 1.9M reactions from USPTO patents (1976-2016). Task: Predict the product of the given reaction. (1) Given the reactants Br[C:2]1[C:3]([F:11])=[CH:4][C:5]2[N:9]=[CH:8][NH:7][C:6]=2[CH:10]=1.[CH3:12][N:13]1C(=O)CCC1, predict the reaction product. The product is: [F:11][C:3]1[C:2]([C:12]#[N:13])=[CH:10][C:6]2[NH:7][CH:8]=[N:9][C:5]=2[CH:4]=1. (2) Given the reactants Br[C:2]1[C:3](=[O:17])[O:4][C:5]2[C:10]([CH:11]=1)=[CH:9][CH:8]=[C:7]([CH2:12][CH2:13][CH2:14][CH2:15][OH:16])[CH:6]=2.C([Sn](CCCC)(CCCC)[C:23]([O:25][CH2:26][CH3:27])=[CH2:24])CCC, predict the reaction product. The product is: [CH2:26]([O:25][C:23]([C:2]1[C:3](=[O:17])[O:4][C:5]2[C:10]([CH:11]=1)=[CH:9][CH:8]=[C:7]([CH2:12][CH2:13][CH2:14][CH2:15][OH:16])[CH:6]=2)=[CH2:24])[CH3:27]. (3) Given the reactants [Br:1][CH2:2][CH2:3][CH2:4][CH2:5][CH2:6][CH2:7][CH2:8][CH2:9][CH2:10][CH2:11][C:12]([OH:14])=O.S(Cl)(Cl)=O.[C:19]1([CH:25]([C:45]2[CH:50]=[CH:49][CH:48]=[CH:47][CH:46]=2)[O:26][CH2:27][CH2:28][N:29]2[CH2:34][CH2:33][N:32]([CH2:35][CH2:36][CH2:37][C:38]3[CH:43]=[CH:42][C:41]([NH2:44])=[CH:40][CH:39]=3)[CH2:31][CH2:30]2)[CH:24]=[CH:23][CH:22]=[CH:21][CH:20]=1.C(N(CC)CC)C, predict the reaction product. The product is: [CH:25]([O:26][CH2:27][CH2:28][N:29]1[CH2:30][CH2:31][N:32]([CH2:35][CH2:36][CH2:37][C:38]2[CH:39]=[CH:40][C:41]([NH:44][C:12](=[O:14])[CH2:11][CH2:10][CH2:9][CH2:8][CH2:7][CH2:6][CH2:5][CH2:4][CH2:3][CH2:2][Br:1])=[CH:42][CH:43]=2)[CH2:33][CH2:34]1)([C:19]1[CH:20]=[CH:21][CH:22]=[CH:23][CH:24]=1)[C:45]1[CH:50]=[CH:49][CH:48]=[CH:47][CH:46]=1. (4) Given the reactants [ClH:1].Cl.[NH2:3][C@@H:4]([CH2:13][CH3:14])[C@H:5]([OH:12])[C:6]([NH:8][CH:9]1[CH2:11][CH2:10]1)=[O:7].[N+](CCCC)#[C-:16], predict the reaction product. The product is: [ClH:1].[ClH:1].[NH2:3][C@@H:4]([CH2:13][CH3:14])[C@H:5]([OH:12])[C:6]([NH:8][CH2:9][CH2:11][CH2:10][CH3:16])=[O:7]. (5) Given the reactants [N:1]1[C:10]2[C:5](=[CH:6][CH:7]=[CH:8][CH:9]=2)[CH:4]=[C:3]([CH:11]=O)[CH:2]=1.Cl.O([NH2:16])C.O, predict the reaction product. The product is: [NH2:16][CH2:11][C:3]1[CH:2]=[N:1][C:10]2[C:5]([CH:4]=1)=[CH:6][CH:7]=[CH:8][CH:9]=2. (6) Given the reactants [Cl:1][C:2]1[C:7](I)=[CH:6][N:5]=[C:4]([NH2:9])[CH:3]=1.C(=O)([O-])[O-].[Na+].[Na+].O.[Cl:17][C:18]1[CH:19]=[N:20][CH:21]=[CH:22][C:23]=1B(O)O.C(Cl)Cl, predict the reaction product. The product is: [Cl:1][C:2]1[C:7]([C:23]2[CH:22]=[CH:21][N:20]=[CH:19][C:18]=2[Cl:17])=[CH:6][N:5]=[C:4]([NH2:9])[CH:3]=1.